This data is from Full USPTO retrosynthesis dataset with 1.9M reactions from patents (1976-2016). The task is: Predict the reactants needed to synthesize the given product. (1) Given the product [CH2:24]([O:23][C:18]1[C:19]([O:21][CH3:22])=[CH:20][C:13]([F:26])=[C:14]([CH:17]=1)[CH:15]=[O:16])[CH3:25], predict the reactants needed to synthesize it. The reactants are: N1CCOCC1.C([Li])CCC.Br[C:13]1[CH:20]=[C:19]([O:21][CH3:22])[C:18]([O:23][CH2:24][CH3:25])=[CH:17][C:14]=1[CH:15]=[O:16].[F:26]NS(C1C=CC=CC=1)(=O)=O.[Cl-].[NH4+]. (2) Given the product [OH:24][CH2:1][C:2]1[S:3][C:4]2[CH:10]=[CH:9][C:8]([C:11]([NH:13][CH2:14][CH2:15][C:16]3[CH:17]=[CH:18][C:19]([CH3:22])=[CH:20][CH:21]=3)=[O:12])=[CH:7][C:5]=2[N:6]=1, predict the reactants needed to synthesize it. The reactants are: [CH3:1][C:2]1[S:3][C:4]2[CH:10]=[CH:9][C:8]([C:11]([NH:13][CH2:14][CH2:15][C:16]3[CH:21]=[CH:20][C:19]([CH3:22])=[CH:18][CH:17]=3)=[O:12])=[CH:7][C:5]=2[N:6]=1.[Se](=O)=[O:24].[BH4-].[Na+].C(O)(C(F)(F)F)=O. (3) Given the product [CH3:14][O:8][C:7](=[O:9])[CH2:6][CH2:5][CH2:4][NH:3][CH3:2], predict the reactants needed to synthesize it. The reactants are: Cl.[CH3:2][NH:3][CH2:4][CH2:5][CH2:6][C:7]([OH:9])=[O:8].S(Cl)(Cl)=O.[CH3:14]O. (4) Given the product [CH3:46][O:17][C:16]([C@@H:12]1[CH2:13][CH2:14][CH2:15][N:10]([C:8](=[O:9])[C@@H:7]([NH:6][C:4](=[O:5])[C@@H:3]([O:20][CH2:21][CH:22]([CH3:44])/[CH:23]=[CH:24]/[C:25]2[CH:34]=[C:33]3[C:28]([CH:29]=[CH:30][C:31]([C@H:35]([NH:37][S@@:38]([C:40]([CH3:43])([CH3:42])[CH3:41])=[O:39])[CH3:36])=[N:32]3)=[CH:27][CH:26]=2)[CH:2]([CH3:45])[CH3:1])[CH3:19])[NH:11]1)=[O:18], predict the reactants needed to synthesize it. The reactants are: [CH3:1][CH:2]([CH3:45])[C@H:3]([O:20][CH2:21][CH:22]([CH3:44])/[CH:23]=[CH:24]/[C:25]1[CH:34]=[C:33]2[C:28]([CH:29]=[CH:30][C:31]([C@H:35]([NH:37][S@@:38]([C:40]([CH3:43])([CH3:42])[CH3:41])=[O:39])[CH3:36])=[N:32]2)=[CH:27][CH:26]=1)[C:4]([NH:6][C@@H:7]([CH3:19])[C:8]([N:10]1[CH2:15][CH2:14][CH2:13][C@@H:12]([C:16]([OH:18])=[O:17])[NH:11]1)=[O:9])=[O:5].[CH:46](N(CC)C(C)C)(C)C.C[NH3+].F[P-](F)(F)(F)(F)F.N1(OC(N(C)C)=[N+](C)C)C2N=CC=CC=2N=N1.F[P-](F)(F)(F)(F)F. (5) The reactants are: [C:1]([NH:8][O:9][CH2:10][C:11]([OH:13])=[O:12])([O:3][C:4]([CH3:7])([CH3:6])[CH3:5])=[O:2].C([O-])([O-])=O.[K+].[K+].Br[CH:21]([CH2:24][CH3:25])[CH2:22][CH3:23]. Given the product [C:4]([O:3][C:1]([NH:8][O:9][CH2:10][C:11]([O:13][CH:21]([CH2:24][CH3:25])[CH2:22][CH3:23])=[O:12])=[O:2])([CH3:7])([CH3:6])[CH3:5], predict the reactants needed to synthesize it. (6) Given the product [N:17]1[CH:22]=[CH:21][C:20]([C:2]2[CH:3]=[C:4]([CH:7]=[CH:8][C:9]=2[O:10][CH:11]2[CH2:16][CH2:15][CH2:14][CH2:13][O:12]2)[C:5]#[N:6])=[CH:19][CH:18]=1, predict the reactants needed to synthesize it. The reactants are: Br[C:2]1[CH:3]=[C:4]([CH:7]=[CH:8][C:9]=1[O:10][CH:11]1[CH2:16][CH2:15][CH2:14][CH2:13][O:12]1)[C:5]#[N:6].[N:17]1[CH:22]=[CH:21][C:20](B(O)O)=[CH:19][CH:18]=1.C(=O)([O-])[O-].[Cs+].[Cs+]. (7) The reactants are: [C:1]([O:5][C:6]([N:8]1[CH2:13][CH2:12][CH:11]([CH:14](Br)[CH:15]=O)[CH2:10][CH2:9]1)=[O:7])([CH3:4])([CH3:3])[CH3:2].[NH2:18][C:19]1[CH:24]=[C:23]([C:25]([CH3:28])([CH3:27])[CH3:26])[CH:22]=[CH:21][N:20]=1. Given the product [C:1]([O:5][C:6]([N:8]1[CH2:13][CH2:12][CH:11]([C:14]2[N:20]3[CH:21]=[CH:22][C:23]([C:25]([CH3:28])([CH3:27])[CH3:26])=[CH:24][C:19]3=[N:18][CH:15]=2)[CH2:10][CH2:9]1)=[O:7])([CH3:4])([CH3:3])[CH3:2], predict the reactants needed to synthesize it.